Dataset: Full USPTO retrosynthesis dataset with 1.9M reactions from patents (1976-2016). Task: Predict the reactants needed to synthesize the given product. Given the product [C:25]1([S:31]([CH2:34][CH2:35][N:36]2[CH2:41][CH2:40][N:39]([CH2:2][C:3]3[CH:22]=[CH:21][C:6]([CH2:7][O:8][C:9]4[CH:14]=[CH:13][C:12]([CH2:15][CH2:16][C:17]([OH:19])=[O:18])=[CH:11][CH:10]=4)=[CH:5][CH:4]=3)[CH2:38][CH2:37]2)(=[O:33])=[O:32])[CH:26]=[CH:27][CH:28]=[CH:29][CH:30]=1, predict the reactants needed to synthesize it. The reactants are: Cl[CH2:2][C:3]1[CH:22]=[CH:21][C:6]([CH2:7][O:8][C:9]2[CH:14]=[CH:13][C:12]([CH2:15][CH2:16][C:17]([O:19]C)=[O:18])=[CH:11][CH:10]=2)=[CH:5][CH:4]=1.Cl.Cl.[C:25]1([S:31]([CH2:34][CH2:35][N:36]2[CH2:41][CH2:40][NH:39][CH2:38][CH2:37]2)(=[O:33])=[O:32])[CH:30]=[CH:29][CH:28]=[CH:27][CH:26]=1.C(=O)([O-])[O-].[K+].[K+].[OH-].[Na+].Cl.